From a dataset of Reaction yield outcomes from USPTO patents with 853,638 reactions. Predict the reaction yield, written as a fraction of the theoretical maximum amount of product (1.0 means a 100% yield; for example, 0.34 means a 34% yield). (1) The reactants are [CH3:1][O:2][C:3]1[CH:8]=[C:7]([N+:9]([O-])=O)[CH:6]=[CH:5][C:4]=1[N:12]1[CH:16]=[C:15]([CH3:17])[N:14]=[CH:13]1. The catalyst is [Pd].CO. The product is [CH3:1][O:2][C:3]1[CH:8]=[C:7]([CH:6]=[CH:5][C:4]=1[N:12]1[CH:16]=[C:15]([CH3:17])[N:14]=[CH:13]1)[NH2:9]. The yield is 1.00. (2) The yield is 0.590. The reactants are [CH:1]1([NH2:7])[CH2:6][CH2:5][CH2:4][CH2:3][CH2:2]1.[CH3:8][CH:9]1[S:13](=[O:15])(=[O:14])[O:12][CH2:11][CH2:10]1. The catalyst is O1CCCC1. The product is [CH:1]1([NH:7][CH2:11][CH2:10][CH:9]([S:13]([OH:15])(=[O:14])=[O:12])[CH3:8])[CH2:6][CH2:5][CH2:4][CH2:3][CH2:2]1. (3) The reactants are [Cl:1][C:2]1[N:10]=[C:9]2[C:5]([N:6]=[CH:7][N:8]2[CH3:11])=[C:4]([N:12]2[CH2:17][CH2:16][O:15][CH2:14][CH2:13]2)[N:3]=1.[Li+].C[Si]([N-][Si](C)(C)C)(C)C.CN([CH:31]=[O:32])C. The catalyst is C1COCC1. The product is [Cl:1][C:2]1[N:10]=[C:9]2[C:5]([N:6]=[C:7]([CH:31]=[O:32])[N:8]2[CH3:11])=[C:4]([N:12]2[CH2:17][CH2:16][O:15][CH2:14][CH2:13]2)[N:3]=1. The yield is 0.990. (4) The reactants are [CH3:1][CH:2]([CH2:4][CH2:5][CH2:6][C@H:7]([C@@H:9]1[C@:26]2([CH3:27])[C@H:12]([C@H:13]3[C@H:23]([CH2:24][CH2:25]2)[C@:21]2([CH3:22])[C:16]([CH2:17][C@@H:18]([N:28](S(C4C=CC=CC=4[N+]([O-])=O)(=O)=O)[CH2:29][CH2:30][CH2:31][NH:32][C:33](=[O:52])[CH2:34][CH2:35][CH2:36][CH2:37][CH2:38][NH:39][C:40]4[C:45]5=[N:46][O:47][N:48]=[C:44]5[C:43]([N+:49]([O-:51])=[O:50])=[CH:42][CH:41]=4)[CH2:19][CH2:20]2)=[CH:15][CH2:14]3)[CH2:11][CH2:10]1)[CH3:8])[CH3:3].C([O-])([O-])=O.[K+].[K+].C1(S)C=CC=CC=1. The catalyst is CN(C)C=O.O1CCCC1. The product is [CH3:3][CH:2]([CH2:4][CH2:5][CH2:6][C@H:7]([C@@H:9]1[C@:26]2([CH3:27])[C@H:12]([C@H:13]3[C@H:23]([CH2:24][CH2:25]2)[C@:21]2([CH3:22])[C:16]([CH2:17][C@@H:18]([NH:28][CH2:29][CH2:30][CH2:31][NH:32][C:33](=[O:52])[CH2:34][CH2:35][CH2:36][CH2:37][CH2:38][NH:39][C:40]4[C:45]5=[N:46][O:47][N:48]=[C:44]5[C:43]([N+:49]([O-:51])=[O:50])=[CH:42][CH:41]=4)[CH2:19][CH2:20]2)=[CH:15][CH2:14]3)[CH2:11][CH2:10]1)[CH3:8])[CH3:1]. The yield is 0.290. (5) The reactants are [F:1][C:2]1[C:10]2[C:5](=[CH:6][CH:7]=[C:8]([CH:11]3[CH2:16][CH2:15][N:14]([CH2:17][CH2:18][N:19](C)[C:20](=O)OC(C)(C)C)[CH2:13][CH2:12]3)[CH:9]=2)[NH:4][C:3]=1[C:28]1[CH:33]=[C:32]([F:34])[CH:31]=[CH:30][C:29]=1[O:35][CH3:36].C(O)(C(F)(F)F)=O. The catalyst is ClC(Cl)C. The product is [F:1][C:2]1[C:10]2[C:5](=[CH:6][CH:7]=[C:8]([CH:11]3[CH2:16][CH2:15][N:14]([CH2:17][CH2:18][NH:19][CH3:20])[CH2:13][CH2:12]3)[CH:9]=2)[NH:4][C:3]=1[C:28]1[CH:33]=[C:32]([F:34])[CH:31]=[CH:30][C:29]=1[O:35][CH3:36]. The yield is 0.630. (6) The reactants are Cl[C:2]1[N:7]=[C:6]([NH:8][CH:9]2[CH2:17][CH:16]3[N:12]([CH2:13][CH2:14][CH2:15]3)[C:11]([CH3:19])([CH3:18])[CH2:10]2)[C:5]([F:20])=[CH:4][N:3]=1.[O:21]1[CH2:25][CH2:24][C@H:23]([O:26][C:27]2[CH:34]=[CH:33][C:32]([NH2:35])=[CH:31][C:28]=2[C:29]#[N:30])[CH2:22]1. The catalyst is CC(O)C. The product is [NH3:3].[CH3:22][OH:21].[O:21]1[CH2:25][CH2:24][C@H:23]([O:26][C:27]2[CH:34]=[CH:33][C:32]([NH:35][C:2]3[N:7]=[C:6]([NH:8][CH:9]4[CH2:17][CH:16]5[N:12]([CH2:13][CH2:14][CH2:15]5)[C:11]([CH3:19])([CH3:18])[CH2:10]4)[C:5]([F:20])=[CH:4][N:3]=3)=[CH:31][C:28]=2[C:29]#[N:30])[CH2:22]1. The yield is 0.0100.